This data is from Experimentally validated miRNA-target interactions with 360,000+ pairs, plus equal number of negative samples. The task is: Binary Classification. Given a miRNA mature sequence and a target amino acid sequence, predict their likelihood of interaction. (1) The protein sequence of the target gene is MDSELMHSIVGSYHKPPERVFVPSFTQNEPSQNCHPANLEVTSPKILHSPNSQALILALKTLQEKIHRLELERTQAEDNLNILSREAAQYKKALENETNERNLAHQELIKQKKDISIQLSSAQSRCTLLEKQLEYTKRMVLNVEREKNMILEQQAQLQREKEQDQMKLYAKLEKLDVLEKECFRLTTTQKTAEDKIKHLEEKLKEEEHQRKLFQDKASELQTGLEISKIIMSSVSNLKHSKEKKKSSKKTKCIKRRPPWQICSKFGALPFVAEKMRQHRDPHILQKPFNVTETRCLPKPS.... The miRNA is mmu-miR-6913-3p with sequence UCUCUACUGAUUUGUCUCCUCAG. Result: 0 (no interaction). (2) The miRNA is mmu-miR-24-3p with sequence UGGCUCAGUUCAGCAGGAACAG. The protein sequence of the target gene is MAAQEWDWFQREELIGQISDIRVQNLQVERENVQKRTFTRWINLHLEKCDPPLEVTDLFVDIQDGKILMALLEVLSGRNLLHEYKSSSHRIFRLNNIAKALKFLEDSNVKLVSIDAAEIADGNPSLVLGLIWNIILFFQIKELTGNLSRSSPSSSLSPGSGGTDSDSSYPPTPTTERSVAVAVKDQRKAIKTLLSWVQRKTRKYGVAVQDFAGSWRSGLAFLAVIKAIDPSLVDMKQALEDSTRDNLEKAFSIAHDSLHIPRLLEPEDIMVDMPDEQSIVTYVAQFLERFPELEPEDFVN.... Result: 1 (interaction). (3) The miRNA is cel-miR-1019-3p with sequence CUGUAAUUCCACAUUGCUUUCCAG. The protein sequence of the target gene is MAEPTSDFETPIGWHASPELTPTLGPLSDTAPPRDSWMFWAMLPPPPPPLTSSLPAAGSKPSSESQPPMEAQSLPGAPPPFDAQILPGAQPPFDAQSPLDSQPQPSGQPWNFHASTSWYWRQSSDRFPRHQKSFNPAVKNSYYPRKYDAKFTDFSLPPSRKQKKKKRKEPVFHFFCDTCDRGFKNQEKYDKHMSEHTKCPELDCSFTAHEKIVQFHWRNMHAPGMKKIKLDTPEEIARWREERRKNYPTLANIERKKKLKLEKEKRGAVLTTTQYGKMKGMSRHSQMAKIRSPGKNHKWK.... Result: 0 (no interaction). (4) The miRNA is hsa-let-7a-5p with sequence UGAGGUAGUAGGUUGUAUAGUU. The protein sequence of the target gene is MLWSGCRRFGARLGCLPGGLRVLVQTGHRSLTSCIDPSMGLNEEQKEFQKVAFDFAAREMAPNMAEWDQKELFPVDVMRKAAQLGFGGVYIQTDVGGSGLSRLDTSVIFEALATGCTSTTAYISIHNMCAWMIDSFGNEEQRHKFCPPLCTMEKFASYCLTEPGSGSDAASLLTSAKKQGDHYILNGSKAFISGAGESDIYVVMCRTGGPGPKGISCIVVEKGTPGLSFGKKEKKVGWNSQPTRAVIFEDCAVPVANRIGSEGQGFLIAVRGLNGGRINIASCSLGAAHASVILTRDHLN.... Result: 1 (interaction). (5) The miRNA is dme-miR-2a-3p with sequence UAUCACAGCCAGCUUUGAUGAGC. Result: 0 (no interaction). The protein sequence of the target gene is MGKLVALVLLGVGLSLVGEMFLAFRERVNASREVEPVEPENCHLIEELESGSEDIDILPSGLAFISSGLKYPGMPNFAPDEPGKIFLMDLNEQNPRAQALEISGGFDKELFNPHGISIFIDKDNTVYLYVVNHPHMKSTVEIFKFEEQQRSLVYLKTIKHELLKSVNDIVVLGPEQFYATRDHYFTNSLLSFFEMILDLRWTYVLFYSPREVKVVAKGFCSANGITVSADQKYVYVADVAAKNIHIMEKHDNWDLTQLKVIQLGTLVDNLTVDPATGDILAGCHPNPMKLLNYNPEDPPG.... (6) The miRNA is hsa-miR-181b-5p with sequence AACAUUCAUUGCUGUCGGUGGGU. Result: 1 (interaction). The protein sequence of the target gene is MAAELRMILYEDDSVQVQYVDGSTLQLSPCGTEFLFEKSPPVSAHPLEQPERIRQRTHFVISTYREQLQRALDFRNSSATCPFLSETIIPSERKKHIFIDITEVRWPSLDTDGTMIYMESGIVKITSLDGHAYLCLPRSQHEFTVHFLCKVSQKSDSSAVLSETNNKAPKDKLVEKTGKICIRGNLPGQRLKNKENEFHCQIMKSKETLKKMSCVNGTEGREELPSPGTKHTCVYTWVKQCWSVAACPEEWKYPLSLALHFHNKISNMSKIDAHITQSRFLTSDISEERGKVVSVLPRAL.... (7) The miRNA is mmu-miR-125b-5p with sequence UCCCUGAGACCCUAACUUGUGA. The protein sequence of the target gene is MASMRESDTGLWLHNKLGATDELWAPPSIASLLTAAVIDNIRLCFHRLSSAVKLKLLLGTLHLPRRTVDEMKAALMDIIQLATLDSDPWVLMVADILKSFPDTGSLNLDLEEQNPNVQDILGELREKVSECEASAMLPLECQYLNKNALTTLAGPLTPPVKHFQLKRKPKSATLRAELLQKSTETAQQLKRSAGVPFHAKGRGLLRKMDTTTPLKGIPKQAPFRSPTTPSVFSPSGNRTPIPPSRTPLQKERGVKLLDISELNTVGAGREAKRRRKTLDTEVVEKPTKEETVVENATPDY.... Result: 0 (no interaction). (8) The miRNA is hsa-miR-33b-5p with sequence GUGCAUUGCUGUUGCAUUGC. Result: 0 (no interaction). The protein sequence of the target gene is MDRRNDYGYRVPLFQGPLPPPGSLGLPFPPDIQTETTEEDSVLLMHTLLAATKDSLAMDPPVVNRPKKSKTKKAPIKTITKAAPAAPPVPAANEIATNKPKITWQALNLPVITQISQALPTTEVTNTQASSVTAQPKKANKMKRVTAKAAQGSQSPTGHEGGTIQLKSPLQVLKLPVISQNIHAPIANESASSQALITSIKPKKASKAKKAANKAIASATEVSLAATATHTATTQGQITNETASIHTTAASIRTKKASKARKTIAKVINTDTEHIEALNVTDAATRQIEASVVAIRPKKS.... (9) The miRNA is hsa-miR-3140-5p with sequence ACCUGAAUUACCAAAAGCUUU. The protein sequence of the target gene is MAPADLASEGPKLEDPPAPHLFGKCPSGLIMAKLETLPVRADPGRDPLLAFAPRPSELGPPDPRLTMGSVGSGVTHAQEFPMKSVGTRTGGGGNQGSFPGPRSGGSGANRERPGRYPSEDKVLANSLYLNGELRGSDHTDVCGNVVGSSGGSSSSGGSDKAPPQYREPNHPPKLLTTSGKLDQCSEPLVRPSAFKPVVPKNFHSMQNLCPPQTNGTPEGRQGPAGLKGGLDKSRTMTPAGGSGGGLSDSGRNSLTSLPTYSSSYSQHLAPLSASTSHINRIGTAGYSSGSSGGGSGYQDL.... Result: 0 (no interaction). (10) The miRNA is hsa-miR-3144-3p with sequence AUAUACCUGUUCGGUCUCUUUA. The protein sequence of the target gene is MVVQTRFPSWIILCYIWLLGFAHTGEAQAAKEVLLLDSKAQQTELEWISSPPSGWEEISGLDENYTPIRTYQVCQVMEPNQNNWLRTNWISKGNAQRIFVELKFTLRDCNSLPGVLGTCKETFNLYYYETDYDTGRNIRENLYVKIDTIAADESFTQGDLGERKMKLNTEVREIGPLSKKGFYLAFQDVGACIALVSVKVYYKKCWSIVENLAVFPDTVTGSEFSSLVEVRGTCVSSAEEEAENSPRMHCSAEGEWLVPIGKCICKAGYQQKGDTCEPCGRRFYKSSSQDLQCSRCPTHS.... Result: 0 (no interaction).